Dataset: Reaction yield outcomes from USPTO patents with 853,638 reactions. Task: Predict the reaction yield, written as a fraction of the theoretical maximum amount of product (1.0 means a 100% yield; for example, 0.34 means a 34% yield). The yield is 0.950. The catalyst is CN(C=O)C.CCO. The product is [C:56]1([C:59]2[CH:60]=[CH:61][CH:62]=[CH:63][CH:64]=2)[CH:55]=[CH:54][C:53]([C:50]([CH3:52])([CH3:51])[C@@H:49]([NH:65][C:7]([C:5]2[O:4][N:3]=[C:2]([OH:1])[CH:6]=2)=[O:9])[CH2:48][C@@H:47]([CH2:66][OH:67])[C:46]([OH:68])=[O:45])=[CH:58][CH:57]=1. The reactants are [OH:1][C:2]1[CH:6]=[C:5]([C:7]([OH:9])=O)[O:4][N:3]=1.CN(C(ON1N=NC2C=CC=NC1=2)=[N+](C)C)C.F[P-](F)(F)(F)(F)F.CCN(C(C)C)C(C)C.C([O:45][C:46](=[O:68])[C@H:47]([CH2:66][OH:67])[CH2:48][C@H:49]([NH2:65])[C:50]([C:53]1[CH:58]=[CH:57][C:56]([C:59]2[CH:64]=[CH:63][CH:62]=[CH:61][CH:60]=2)=[CH:55][CH:54]=1)([CH3:52])[CH3:51])C.[Li+].[OH-].